From a dataset of Catalyst prediction with 721,799 reactions and 888 catalyst types from USPTO. Predict which catalyst facilitates the given reaction. (1) Reactant: C[O:2][C:3](=[O:42])[CH2:4][C@H:5]([OH:41])[CH2:6][C@H:7]([OH:40])[CH:8]=[CH:9][C:10]1[N:11]([CH:37]([CH3:39])[CH3:38])[C:12]([C:28](=[O:36])[NH:29][C:30]2[CH:35]=[CH:34][CH:33]=[CH:32][CH:31]=2)=[C:13]([C:22]2[CH:27]=[CH:26][CH:25]=[CH:24][CH:23]=2)[C:14]=1[C:15]1[CH:20]=[CH:19][C:18]([F:21])=[CH:17][CH:16]=1.C(O)C.O.[OH-].[Na+:48]. Product: [Na+:48].[F:21][C:18]1[CH:19]=[CH:20][C:15]([C:14]2[C:13]([C:22]3[CH:23]=[CH:24][CH:25]=[CH:26][CH:27]=3)=[C:12]([C:28](=[O:36])[NH:29][C:30]3[CH:35]=[CH:34][CH:33]=[CH:32][CH:31]=3)[N:11]([CH:37]([CH3:39])[CH3:38])[C:10]=2[CH:9]=[CH:8][C@H:7]([OH:40])[CH2:6][C@@H:5]([OH:41])[CH2:4][C:3]([O-:42])=[O:2])=[CH:16][CH:17]=1. The catalyst class is: 100. (2) Reactant: CC(C)([O-])C.[K+].[I:7][C:8]1[C:16]2[C:11](=[CH:12][CH:13]=[CH:14][C:15]=2[N+:17]([O-:19])=[O:18])[NH:10][N:9]=1.[CH3:20][O:21][C:22]1[CH:29]=[CH:28][C:25]([CH2:26]Cl)=[CH:24][CH:23]=1. Product: [I:7][C:8]1[C:16]2[C:11](=[CH:12][CH:13]=[CH:14][C:15]=2[N+:17]([O-:19])=[O:18])[N:10]([CH2:26][C:25]2[CH:28]=[CH:29][C:22]([O:21][CH3:20])=[CH:23][CH:24]=2)[N:9]=1. The catalyst class is: 807. (3) Reactant: [CH3:1][O:2][C:3]1[CH:16]=[CH:15][C:14]2[C:5](=[C:6]([C:19]([OH:21])=[O:20])[C:7]3[C:12]([N:13]=2)=[CH:11][CH:10]=[C:9]([O:17][CH3:18])[CH:8]=3)[CH:4]=1.S(Cl)(Cl)=O.[Br:26][C:27]1[CH:32]=[CH:31][CH:30]=[C:29]([Br:33])[C:28]=1O. Product: [CH3:18][O:17][C:9]1[CH:10]=[CH:11][C:12]2[C:7](=[C:6]([C:19]([O:21][C:28]3[C:27]([Br:26])=[CH:32][CH:31]=[CH:30][C:29]=3[Br:33])=[O:20])[C:5]3[C:14]([N:13]=2)=[CH:15][CH:16]=[C:3]([O:2][CH3:1])[CH:4]=3)[CH:8]=1. The catalyst class is: 17. (4) Reactant: [F:1][C:2]1[CH:7]=[CH:6][CH:5]=[C:4]([F:8])[CH:3]=1.CN(CCN(C)C)C.[Li]C(CC)C.[Si:22]([O:29][CH2:30][CH:31]1[CH2:36][CH2:35][C:34]([CH3:41])([C:37](OC)=[O:38])[CH2:33][CH2:32]1)([C:25]([CH3:28])([CH3:27])[CH3:26])([CH3:24])[CH3:23]. Product: [Si:22]([O:29][CH2:30][CH:31]1[CH2:32][CH2:33][C:34]([C:37]([C:3]2[C:2]([F:1])=[CH:7][CH:6]=[CH:5][C:4]=2[F:8])=[O:38])([CH3:41])[CH2:35][CH2:36]1)([C:25]([CH3:28])([CH3:27])[CH3:26])([CH3:24])[CH3:23]. The catalyst class is: 1. (5) Reactant: COCCOC[O:7][C:8]1[C:9]([Se:22][C:23]2[CH:33]=[CH:32][C:26]([C:27]([O:29][CH2:30][CH3:31])=[O:28])=[CH:25][CH:24]=2)=[CH:10][C:11]2[C:12]([CH3:21])([CH3:20])[CH2:13][CH2:14][C:15]([CH3:19])([CH3:18])[C:16]=2[CH:17]=1.S(=O)(=O)(O)O.CO. Product: [OH:7][C:8]1[C:9]([Se:22][C:23]2[CH:33]=[CH:32][C:26]([C:27]([O:29][CH2:30][CH3:31])=[O:28])=[CH:25][CH:24]=2)=[CH:10][C:11]2[C:12]([CH3:20])([CH3:21])[CH2:13][CH2:14][C:15]([CH3:19])([CH3:18])[C:16]=2[CH:17]=1. The catalyst class is: 1. (6) Reactant: [OH:1][C@H:2]1[CH2:7][CH2:6][N:5]([C:8]([O:10][C:11]([CH3:14])([CH3:13])[CH3:12])=[O:9])[CH2:4][C:3]1([CH3:16])[CH3:15].[H-].[Na+].[CH3:19]I.[NH4+].[Cl-]. Product: [CH3:19][O:1][C@H:2]1[CH2:7][CH2:6][N:5]([C:8]([O:10][C:11]([CH3:14])([CH3:13])[CH3:12])=[O:9])[CH2:4][C:3]1([CH3:16])[CH3:15]. The catalyst class is: 18. (7) Reactant: [Cl:1][C:2]1[CH:7]=[CH:6][C:5]([C:8]2[C:9](=[O:24])[NH:10][N:11]=[CH:12][C:13]=2[C:14]2[CH:19]=[CH:18][C:17]([S:20]([CH3:23])(=[O:22])=[O:21])=[CH:16][CH:15]=2)=[CH:4][CH:3]=1.Br[C:26]1[CH:31]=[CH:30][C:29]([F:32])=[C:28]([F:33])[CH:27]=1.N. Product: [F:32][C:29]1[CH:30]=[C:31]([N:10]2[C:9](=[O:24])[C:8]([C:5]3[CH:6]=[CH:7][C:2]([Cl:1])=[CH:3][CH:4]=3)=[C:13]([C:14]3[CH:19]=[CH:18][C:17]([S:20]([CH3:23])(=[O:22])=[O:21])=[CH:16][CH:15]=3)[CH:12]=[N:11]2)[CH:26]=[CH:27][C:28]=1[F:33]. The catalyst class is: 6.